Dataset: Catalyst prediction with 721,799 reactions and 888 catalyst types from USPTO. Task: Predict which catalyst facilitates the given reaction. Reactant: [CH3:1][N:2]1[C:6]([C:7]2[S:11][C:10]([C:12]([O:14]CC)=[O:13])=[N:9][CH:8]=2)=[CH:5][CH:4]=[N:3]1.[OH-].[Na+].Cl. Product: [CH3:1][N:2]1[C:6]([C:7]2[S:11][C:10]([C:12]([OH:14])=[O:13])=[N:9][CH:8]=2)=[CH:5][CH:4]=[N:3]1. The catalyst class is: 1.